Dataset: NCI-60 drug combinations with 297,098 pairs across 59 cell lines. Task: Regression. Given two drug SMILES strings and cell line genomic features, predict the synergy score measuring deviation from expected non-interaction effect. (1) Cell line: SF-539. Drug 2: CC(C)CN1C=NC2=C1C3=CC=CC=C3N=C2N. Synergy scores: CSS=26.0, Synergy_ZIP=-3.58, Synergy_Bliss=-3.08, Synergy_Loewe=-9.69, Synergy_HSA=-2.41. Drug 1: CC1CCC2CC(C(=CC=CC=CC(CC(C(=O)C(C(C(=CC(C(=O)CC(OC(=O)C3CCCCN3C(=O)C(=O)C1(O2)O)C(C)CC4CCC(C(C4)OC)O)C)C)O)OC)C)C)C)OC. (2) Drug 1: CNC(=O)C1=CC=CC=C1SC2=CC3=C(C=C2)C(=NN3)C=CC4=CC=CC=N4. Drug 2: CNC(=O)C1=NC=CC(=C1)OC2=CC=C(C=C2)NC(=O)NC3=CC(=C(C=C3)Cl)C(F)(F)F. Cell line: OVCAR-8. Synergy scores: CSS=3.28, Synergy_ZIP=-3.12, Synergy_Bliss=-3.18, Synergy_Loewe=-4.68, Synergy_HSA=-4.19. (3) Drug 1: C1=CC(=CC=C1CCC2=CNC3=C2C(=O)NC(=N3)N)C(=O)NC(CCC(=O)O)C(=O)O. Drug 2: CN1C(=O)N2C=NC(=C2N=N1)C(=O)N. Cell line: ACHN. Synergy scores: CSS=21.7, Synergy_ZIP=0.132, Synergy_Bliss=4.65, Synergy_Loewe=-14.5, Synergy_HSA=2.96.